From a dataset of Forward reaction prediction with 1.9M reactions from USPTO patents (1976-2016). Predict the product of the given reaction. (1) Given the reactants Br[C:2]1[CH:3]=[C:4]([CH:13]=[CH:14][CH:15]=1)[O:5][CH2:6][C:7]([NH:9][CH:10]1[CH2:12][CH2:11]1)=[O:8].[B:16]1([B:16]2[O:20][C:19]([CH3:22])([CH3:21])[C:18]([CH3:24])([CH3:23])[O:17]2)[O:20][C:19]([CH3:22])([CH3:21])[C:18]([CH3:24])([CH3:23])[O:17]1.CC([O-])=O.[K+], predict the reaction product. The product is: [CH:10]1([NH:9][C:7](=[O:8])[CH2:6][O:5][C:4]2[CH:13]=[CH:14][CH:15]=[C:2]([B:16]3[O:20][C:19]([CH3:22])([CH3:21])[C:18]([CH3:24])([CH3:23])[O:17]3)[CH:3]=2)[CH2:12][CH2:11]1. (2) Given the reactants [CH:1]1([C@H:4]([O:6][C:7](=[O:31])[NH:8][C:9]2[CH:14]=[CH:13][C:12]([C:15]3[N:16]([CH:27]4[CH2:30][CH2:29][CH2:28]4)[C:17]4[C:22]([C:23]=3[C:24]#[N:25])=[CH:21][CH:20]=[C:19]([OH:26])[CH:18]=4)=[CH:11][CH:10]=2)[CH3:5])[CH2:3][CH2:2]1.C([O-])([O-])=O.[Cs+].[Cs+].Cl[C:39]1[N:44]=[CH:43][CH:42]=[CH:41][N:40]=1.O, predict the reaction product. The product is: [CH:1]1([C@H:4]([O:6][C:7](=[O:31])[NH:8][C:9]2[CH:14]=[CH:13][C:12]([C:15]3[N:16]([CH:27]4[CH2:28][CH2:29][CH2:30]4)[C:17]4[C:22]([C:23]=3[C:24]#[N:25])=[CH:21][CH:20]=[C:19]([O:26][C:39]3[N:44]=[CH:43][CH:42]=[CH:41][N:40]=3)[CH:18]=4)=[CH:11][CH:10]=2)[CH3:5])[CH2:3][CH2:2]1. (3) Given the reactants Cl[S:2]([C:5]1[CH:14]=[CH:13][C:8]([C:9]([O:11][CH3:12])=[O:10])=[CH:7][CH:6]=1)(=[O:4])=[O:3].[N:15]1[C:24]2[C:19](=[CH:20][C:21]([CH2:25][NH2:26])=[CH:22][CH:23]=2)[CH:18]=[CH:17][CH:16]=1, predict the reaction product. The product is: [N:15]1[C:24]2[C:19](=[CH:20][C:21]([CH2:25][NH:26][S:2]([C:5]3[CH:14]=[CH:13][C:8]([C:9]([O:11][CH3:12])=[O:10])=[CH:7][CH:6]=3)(=[O:4])=[O:3])=[CH:22][CH:23]=2)[CH:18]=[CH:17][CH:16]=1. (4) Given the reactants [NH2:1][CH2:2][CH2:3][CH2:4][N:5]1[CH2:10][CH2:9][N:8]([CH2:11][CH2:12][CH2:13][NH2:14])[CH2:7][CH2:6]1.[N:15]1[C:24]2[C:19](=[CH:20][CH:21]=[CH:22][CH:23]=2)[CH:18]=[CH:17][C:16]=1[CH:25]=O.[BH4-].[Na+].O, predict the reaction product. The product is: [N:15]1[C:24]2[C:19](=[CH:20][CH:21]=[CH:22][CH:23]=2)[CH:18]=[CH:17][C:16]=1[CH2:25][NH:14][CH2:13][CH2:12][CH2:11][N:8]1[CH2:7][CH2:6][N:5]([CH2:4][CH2:3][CH2:2][NH:1][CH2:25][C:16]2[CH:17]=[CH:18][C:19]3[C:24](=[CH:23][CH:22]=[CH:21][CH:20]=3)[N:15]=2)[CH2:10][CH2:9]1.